This data is from Reaction yield outcomes from USPTO patents with 853,638 reactions. The task is: Predict the reaction yield, written as a fraction of the theoretical maximum amount of product (1.0 means a 100% yield; for example, 0.34 means a 34% yield). (1) The reactants are [CH3:1][C:2]1[CH:3]=[C:4]([OH:9])[CH:5]=[C:6]([CH3:8])[CH:7]=1.[H-].[Na+].I[CH3:13]. The catalyst is O1CCCC1. The product is [CH3:13][O:9][C:4]1[CH:5]=[C:6]([CH3:8])[CH:7]=[C:2]([CH3:1])[CH:3]=1. The yield is 0.680. (2) The reactants are BrCCCCOC1C=C2C(C=CC(=O)N2)=CC=1.[Na+].[I-].[Cl:20][C:21]1[C:26]([Cl:27])=[CH:25][CH:24]=[CH:23][C:22]=1[N:28]1[CH2:34][CH2:33][CH2:32][N:31]([CH2:35][CH2:36][CH2:37][CH2:38][O:39][C:40]2[CH:49]=[C:48]3[C:43]([CH2:44][CH2:45][C:46](=[O:50])[NH:47]3)=[CH:42][CH:41]=2)[CH2:30][CH2:29]1.C([O-])([O-])=O.[K+].[K+]. The catalyst is CC#N. The product is [Cl:20][C:21]1[C:26]([Cl:27])=[CH:25][CH:24]=[CH:23][C:22]=1[N:28]1[CH2:34][CH2:33][CH2:32][N:31]([CH2:35][CH2:36][CH2:37][CH2:38][O:39][C:40]2[CH:49]=[C:48]3[C:43]([CH:44]=[CH:45][C:46](=[O:50])[NH:47]3)=[CH:42][CH:41]=2)[CH2:30][CH2:29]1. The yield is 0.260. (3) The reactants are [Br:1][C:2]1[C:8]([C:9]([F:12])([F:11])[F:10])=[CH:7][C:5]([NH2:6])=[CH:4][C:3]=1[F:13].C(=O)([O-])[O-].[Ca+2].[C:19](Cl)(Cl)=[S:20]. The catalyst is ClCCl. The product is [Br:1][C:2]1[C:8]([C:9]([F:10])([F:11])[F:12])=[CH:7][C:5]([N:6]=[C:19]=[S:20])=[CH:4][C:3]=1[F:13]. The yield is 0.960. (4) The reactants are [CH2:1]([C@@H:8]1[CH2:12][O:11][C:10](=[O:13])[N:9]1[C:14](=[O:35])[C@H:15]([CH:32]1[CH2:34][CH2:33]1)[C@H:16]([C@H:18]1[CH2:22][O:21][C:20]([CH3:24])([CH3:23])[N:19]1[C:25]([O:27][C:28]([CH3:31])([CH3:30])[CH3:29])=[O:26])[OH:17])[C:2]1[CH:7]=[CH:6][CH:5]=[CH:4][CH:3]=1.N1C(C)=CC=CC=1C.FC(F)(F)S(O[Si:50]([C:53]([CH3:56])([CH3:55])[CH3:54])([CH3:52])[CH3:51])(=O)=O. The catalyst is C(Cl)Cl.ClCCCl. The product is [CH2:1]([C@@H:8]1[CH2:12][O:11][C:10](=[O:13])[N:9]1[C:14](=[O:35])[C@H:15]([CH:32]1[CH2:33][CH2:34]1)[C@H:16]([C@H:18]1[CH2:22][O:21][C:20]([CH3:23])([CH3:24])[N:19]1[C:25]([O:27][C:28]([CH3:30])([CH3:29])[CH3:31])=[O:26])[O:17][Si:50]([C:53]([CH3:56])([CH3:55])[CH3:54])([CH3:52])[CH3:51])[C:2]1[CH:7]=[CH:6][CH:5]=[CH:4][CH:3]=1. The yield is 0.950. (5) The reactants are Cl[C:2]([O:4][CH:5]([CH3:7])[CH3:6])=[O:3].[CH:8]1([C@H:11]2[CH2:20][C@@H:19]([NH:21][C:22](=[O:24])[CH3:23])[C:18]3[C:13](=[CH:14][CH:15]=[C:16]([C:25]([F:28])([F:27])[F:26])[CH:17]=3)[NH:12]2)[CH2:10][CH2:9]1.N1C=CC=CC=1.Cl. The catalyst is ClCCl. The product is [CH:5]([O:4][C:2]([N:12]1[C:13]2[C:18](=[CH:17][C:16]([C:25]([F:27])([F:28])[F:26])=[CH:15][CH:14]=2)[C@H:19]([NH:21][C:22](=[O:24])[CH3:23])[CH2:20][C@@H:11]1[CH:8]1[CH2:10][CH2:9]1)=[O:3])([CH3:7])[CH3:6]. The yield is 0.820. (6) The catalyst is ClC1C=CC=CC=1Cl. The yield is 0.260. The product is [Br:21][CH2:18][C:15]1[C:14]2[CH:19]=[CH:20][C:11]([O:10][C:5]3[CH:4]=[CH:3][C:2]([F:1])=[CH:9][C:6]=3[C:7]#[N:8])=[CH:12][C:13]=2[O:17][N:16]=1. The reactants are [F:1][C:2]1[CH:3]=[CH:4][C:5]([O:10][C:11]2[CH:20]=[CH:19][C:14]3[C:15]([CH3:18])=[N:16][O:17][C:13]=3[CH:12]=2)=[C:6]([CH:9]=1)[C:7]#[N:8].[Br:21]N1C(=O)CCC1=O.C(OOC(=O)C1C=CC=CC=1)(=O)C1C=CC=CC=1. (7) The reactants are [Br:1][C:2]1[CH:7]=[CH:6][C:5]([N:8]=[C:9]=S)=[CH:4][CH:3]=1.[NH2:11][C:12]1[CH:17]=[C:16]([Cl:18])[CH:15]=[CH:14][C:13]=1[OH:19].O=O.[K+].O. The catalyst is C(#N)C. The product is [Br:1][C:2]1[CH:7]=[CH:6][C:5]([NH:8][C:9]2[O:19][C:13]3[CH:14]=[CH:15][C:16]([Cl:18])=[CH:17][C:12]=3[N:11]=2)=[CH:4][CH:3]=1. The yield is 0.740. (8) The product is [Cl:18][C:19]1[CH:24]=[CH:23][C:22]([C:9]2[C:8]([O:12][CH2:13][C:14]([F:17])([F:16])[F:15])=[N:7][CH:6]=[C:5]([CH:10]=2)[C:3]([O:2][CH3:1])=[O:4])=[CH:21][C:20]=1[CH3:28]. The yield is 0.900. The reactants are [CH3:1][O:2][C:3]([C:5]1[CH:6]=[N:7][C:8]([O:12][CH2:13][C:14]([F:17])([F:16])[F:15])=[C:9](Br)[CH:10]=1)=[O:4].[Cl:18][C:19]1[CH:24]=[CH:23][C:22](B(O)O)=[CH:21][C:20]=1[CH3:28].C([O-])([O-])=O.[Na+].[Na+].C(OCC)(=O)C.CCCCCCC. The catalyst is CS(C)=O.O. (9) The reactants are [CH3:1][C:2]1[S:3][C:4]2[CH:10]=[C:9]([Sn](C)(C)C)[CH:8]=[CH:7][C:5]=2[N:6]=1.[C:15]([C@H:18]1[CH2:20][C@@H:19]1[C:21]([O:23][CH3:24])=[O:22])(Cl)=[O:16].CCOC(C)=O.CCCCCCC. The catalyst is C1(C)C=CC=CC=1.Cl[Pd](Cl)([P](C1C=CC=CC=1)(C1C=CC=CC=1)C1C=CC=CC=1)[P](C1C=CC=CC=1)(C1C=CC=CC=1)C1C=CC=CC=1. The product is [CH3:1][C:2]1[S:3][C:4]2[CH:10]=[C:9]([C:15]([C@H:18]3[CH2:20][C@@H:19]3[C:21]([O:23][CH3:24])=[O:22])=[O:16])[CH:8]=[CH:7][C:5]=2[N:6]=1. The yield is 0.550. (10) The product is [F:2][C:3]1[CH:8]=[CH:7][C:6]([C:9]2[CH:10]=[C:11]([C:30]([OH:32])=[O:31])[C:12]3[C:17]([C:18]4[CH:23]=[CH:22][CH:21]=[CH:20][CH:19]=4)=[N:16][NH:15][C:13]=3[N:14]=2)=[CH:5][C:4]=1[C:33]([O:35][CH3:36])=[O:34]. The yield is 0.860. The reactants are Cl.[F:2][C:3]1[CH:8]=[CH:7][C:6]([C:9]2[CH:10]=[C:11]([C:30]([OH:32])=[O:31])[C:12]3[C:17]([C:18]4[CH:23]=[CH:22][CH:21]=[CH:20][CH:19]=4)=[N:16][N:15](C4CCCCO4)[C:13]=3[N:14]=2)=[CH:5][C:4]=1[C:33]([O:35][CH3:36])=[O:34].O. The catalyst is O1CCOCC1.C(Cl)Cl.